Dataset: Full USPTO retrosynthesis dataset with 1.9M reactions from patents (1976-2016). Task: Predict the reactants needed to synthesize the given product. (1) Given the product [Br:1][C:2]1[CH:7]=[C:6]([F:8])[CH:5]=[CH:4][C:3]=1[CH:9]1[N:10]=[C:11]([C:22]2[S:23][CH:24]=[CH:25][N:26]=2)[NH:12][C:13]([CH2:20][N:27]2[CH2:31][CH2:30][CH2:29][CH:28]2[C:32]([OH:34])=[O:33])=[C:14]1[C:15]([O:17][CH2:18][CH3:19])=[O:16], predict the reactants needed to synthesize it. The reactants are: [Br:1][C:2]1[CH:7]=[C:6]([F:8])[CH:5]=[CH:4][C:3]=1[CH:9]1[C:14]([C:15]([O:17][CH2:18][CH3:19])=[O:16])=[C:13]([CH2:20]Br)[NH:12][C:11]([C:22]2[S:23][CH:24]=[CH:25][N:26]=2)=[N:10]1.[NH:27]1[CH2:31][CH2:30][CH2:29][CH:28]1[C:32]([OH:34])=[O:33]. (2) Given the product [CH3:32][O:31][C:21]1([O:33][CH3:34])[C:20]2[C:24](=[CH:25][CH:26]=[C:18]([S:1][CH2:2][CH2:3][CH2:4][C:5]3[CH:15]=[CH:14][C:8]([C:9]([O:11][CH2:12][CH3:13])=[O:10])=[CH:7][CH:6]=3)[CH:19]=2)[N:23]([CH2:27][CH2:28][CH3:29])[C:22]1=[O:30], predict the reactants needed to synthesize it. The reactants are: [SH:1][CH2:2][CH2:3][CH2:4][C:5]1[CH:15]=[CH:14][C:8]([C:9]([O:11][CH2:12][CH3:13])=[O:10])=[CH:7][CH:6]=1.[BH4-].I[C:18]1[CH:19]=[C:20]2[C:24](=[CH:25][CH:26]=1)[N:23]([CH2:27][CH2:28][CH3:29])[C:22](=[O:30])[C:21]2([O:33][CH3:34])[O:31][CH3:32].